Dataset: Forward reaction prediction with 1.9M reactions from USPTO patents (1976-2016). Task: Predict the product of the given reaction. (1) Given the reactants [CH:1]1([C:4]2[N:8]=[N:7][N:6]([C:9]3[C:14]([Cl:15])=[CH:13][CH:12]=[CH:11][C:10]=3[Cl:16])[C:5]=2[CH2:17][OH:18])[CH2:3][CH2:2]1.[CH3:19][O:20][C:21]([C:23]1[C:31]2[C:26](=[CH:27][C:28]([C:32]3[CH:37]=[CH:36][C:35](O)=[CH:34][C:33]=3[CH3:39])=[CH:29][CH:30]=2)[N:25]([CH:40]([CH3:42])[CH3:41])[N:24]=1)=[O:22].C(P(CCCC)CCCC)CCC, predict the reaction product. The product is: [CH3:19][O:20][C:21]([C:23]1[C:31]2[C:26](=[CH:27][C:28]([C:32]3[CH:37]=[CH:36][C:35]([O:18][CH2:17][C:5]4[N:6]([C:9]5[C:14]([Cl:15])=[CH:13][CH:12]=[CH:11][C:10]=5[Cl:16])[N:7]=[N:8][C:4]=4[CH:1]4[CH2:3][CH2:2]4)=[CH:34][C:33]=3[CH3:39])=[CH:29][CH:30]=2)[N:25]([CH:40]([CH3:42])[CH3:41])[N:24]=1)=[O:22]. (2) Given the reactants Cl.[CH3:2][O:3][C:4](=[O:15])[C@H:5]([OH:14])[C@H:6]([C:8]1[CH:13]=[CH:12][CH:11]=[CH:10][CH:9]=1)[NH2:7].Cl.C(N(CC)CC)C.C(O)(=O)C, predict the reaction product. The product is: [C:4]([OH:15])(=[O:3])[CH3:5].[CH3:2][O:3][C:4](=[O:15])[C@H:5]([OH:14])[C@H:6]([C:8]1[CH:13]=[CH:12][CH:11]=[CH:10][CH:9]=1)[NH2:7]. (3) Given the reactants C1(C(C2C=CC=CC=2)[N:8]2[C:16]3[CH:15]=[C:14]4[O:17][CH2:18][CH2:19][O:20][C:13]4=[CH:12][C:11]=3[C:10]3([CH2:24][O:23][C:22]4[CH:25]=[C:26]5[C:30](=[CH:31][C:21]3=4)[CH2:29][CH2:28][O:27]5)[C:9]2=[O:32])C=CC=CC=1.C([SiH](CC)CC)C, predict the reaction product. The product is: [O:20]1[C:13]2=[CH:12][C:11]3[C:10]4([CH2:24][O:23][C:22]5[CH:25]=[C:26]6[C:30](=[CH:31][C:21]4=5)[CH2:29][CH2:28][O:27]6)[C:9](=[O:32])[NH:8][C:16]=3[CH:15]=[C:14]2[O:17][CH2:18][CH2:19]1. (4) Given the reactants [CH3:1][O:2][C:3]1[CH:4]=[C:5]2[C:10](=[CH:11][C:12]=1[O:13][CH3:14])[N:9]=[CH:8][CH:7]=[C:6]2[O:15][C:16]1[CH:22]=[CH:21][C:19]([NH2:20])=[C:18]([CH3:23])[C:17]=1[CH3:24].ClC(Cl)(O[C:29](=[O:35])OC(Cl)(Cl)Cl)Cl.[CH3:37][C:38]1[CH:50]=[CH:49][CH:48]=[CH:47][C:39]=1[CH2:40][N:41]1[CH2:45][CH2:44][CH:43]([NH2:46])[CH2:42]1.C(=O)([O-])O.[Na+], predict the reaction product. The product is: [CH3:1][O:2][C:3]1[CH:4]=[C:5]2[C:10](=[CH:11][C:12]=1[O:13][CH3:14])[N:9]=[CH:8][CH:7]=[C:6]2[O:15][C:16]1[CH:22]=[CH:21][C:19]([NH:20][C:29]([NH:46][CH:43]2[CH2:44][CH2:45][N:41]([CH2:40][C:39]3[CH:47]=[CH:48][CH:49]=[CH:50][C:38]=3[CH3:37])[CH2:42]2)=[O:35])=[C:18]([CH3:23])[C:17]=1[CH3:24]. (5) Given the reactants [CH:1]([C:4]1[N:8]2[CH:9]=[C:10]([O:13][C:14]3[CH:19]=[CH:18][CH:17]=[CH:16][C:15]=3[CH2:20][OH:21])[CH:11]=[CH:12][C:7]2=[N:6][N:5]=1)([CH3:3])[CH3:2].[CH2:22]([N:24]=[C:25]=[O:26])[CH3:23], predict the reaction product. The product is: [CH:1]([C:4]1[N:8]2[CH:9]=[C:10]([O:13][C:14]3[CH:19]=[CH:18][CH:17]=[CH:16][C:15]=3[CH2:20][O:21][C:25](=[O:26])[NH:24][CH2:22][CH3:23])[CH:11]=[CH:12][C:7]2=[N:6][N:5]=1)([CH3:3])[CH3:2]. (6) Given the reactants [Li][CH2:2][CH2:3][CH2:4][CH3:5].C([O:8][C:9](=[O:26])[CH:10]([C:15]1[CH:20]=[C:19](F)[C:18]([N+:22]([O-:24])=[O:23])=[CH:17][C:16]=1[F:25])[CH2:11][CH:12]([CH3:14])[CH3:13])C.O.[CH:28]1([CH2:31][OH:32])[CH2:30][CH2:29]1, predict the reaction product. The product is: [CH:4]1([CH2:5][O:8][C:9](=[O:26])[CH:10]([C:15]2[CH:20]=[C:19]([O:32][CH2:31][CH:28]3[CH2:30][CH2:29]3)[C:18]([N+:22]([O-:24])=[O:23])=[CH:17][C:16]=2[F:25])[CH2:11][CH:12]([CH3:13])[CH3:14])[CH2:2][CH2:3]1. (7) Given the reactants C(O)(=O)C.[CH3:5][C:6](=[O:11])[CH2:7][C:8](=[O:10])[CH3:9].[Cl:12][C:13]1[CH:14]=[C:15]([CH:18]=[C:19]([Cl:21])[CH:20]=1)[CH:16]=O, predict the reaction product. The product is: [Cl:12][C:13]1[CH:14]=[C:15]([CH:18]=[C:19]([Cl:21])[CH:20]=1)[CH:16]=[C:7]([C:6](=[O:11])[CH3:5])[C:8](=[O:10])[CH3:9]. (8) Given the reactants [N:1]1[CH:6]=[CH:5][CH:4]=[CH:3][C:2]=1[CH2:7][O:8][C:9]1[CH:14]=[CH:13][C:12]([N+:15]([O-])=O)=[C:11]([N+:18]([O-])=O)[CH:10]=1.[O:21]1[CH2:26][CH2:25][N:24]([C:27]2[CH:32]=[CH:31][C:30]([NH:33][C:34]([C:36]3[CH:43]=[CH:42][C:39]([CH:40]=O)=[CH:38][CH:37]=3)=[O:35])=[CH:29][CH:28]=2)[CH2:23][CH2:22]1, predict the reaction product. The product is: [N:1]1[CH:6]=[CH:5][CH:4]=[CH:3][C:2]=1[CH2:7][O:8][C:9]1[CH:14]=[CH:13][C:12]2[N:15]=[C:40]([C:39]3[CH:38]=[CH:37][C:36]([C:34]([NH:33][C:30]4[CH:29]=[CH:28][C:27]([N:24]5[CH2:23][CH2:22][O:21][CH2:26][CH2:25]5)=[CH:32][CH:31]=4)=[O:35])=[CH:43][CH:42]=3)[NH:18][C:11]=2[CH:10]=1.